Dataset: Full USPTO retrosynthesis dataset with 1.9M reactions from patents (1976-2016). Task: Predict the reactants needed to synthesize the given product. (1) Given the product [Cl:1][CH2:2][C:3]1[N:4]=[C:5]2[CH:13]=[CH:12][CH:11]=[CH:10][N:6]2[C:7](=[O:9])[C:8]=1[I:14], predict the reactants needed to synthesize it. The reactants are: [Cl:1][CH2:2][C:3]1[N:4]=[C:5]2[CH:13]=[CH:12][CH:11]=[CH:10][N:6]2[C:7](=[O:9])[CH:8]=1.[I:14]N1C(=O)CCC1=O. (2) Given the product [Cl:18][C:19]1[CH:20]=[C:21]([CH:24]=[C:25]([Cl:27])[CH:26]=1)[CH2:22][NH:1][C@@H:2]([CH3:17])[C@@H:3]([C:5]1[CH:6]=[CH:7][C:8]([OH:16])=[C:9]([NH:11][S:12]([CH3:15])(=[O:14])=[O:13])[CH:10]=1)[OH:4], predict the reactants needed to synthesize it. The reactants are: [NH2:1][C@@H:2]([CH3:17])[C@@H:3]([C:5]1[CH:6]=[CH:7][C:8]([OH:16])=[C:9]([NH:11][S:12]([CH3:15])(=[O:14])=[O:13])[CH:10]=1)[OH:4].[Cl:18][C:19]1[CH:20]=[C:21]([CH:24]=[C:25]([Cl:27])[CH:26]=1)[CH:22]=O. (3) Given the product [F:20][C:21]([F:32])([F:31])[C:22]([NH:1][C:2]1[S:3][C:4]([CH:7]2[CH2:12][CH2:11][N:10]([C:13]([O:15][C:16]([CH3:19])([CH3:18])[CH3:17])=[O:14])[CH2:9][CH2:8]2)=[CH:5][N:6]=1)=[O:23], predict the reactants needed to synthesize it. The reactants are: [NH2:1][C:2]1[S:3][C:4]([CH:7]2[CH2:12][CH2:11][N:10]([C:13]([O:15][C:16]([CH3:19])([CH3:18])[CH3:17])=[O:14])[CH2:9][CH2:8]2)=[CH:5][N:6]=1.[F:20][C:21]([F:32])([F:31])[C:22](O[C:22](=[O:23])[C:21]([F:32])([F:31])[F:20])=[O:23]. (4) Given the product [Cl:22][C:23]1[CH:28]=[CH:27][C:26]([NH:29][C:30]([NH:1][C:2]2[CH:19]=[CH:18][C:5]([O:6][C:7]3[C:12]4[N:13]=[CH:14][C:15](=[O:17])[NH:16][C:11]=4[N:10]=[CH:9][CH:8]=3)=[CH:4][C:3]=2[S:20][CH3:21])=[O:31])=[CH:25][C:24]=1[C:32]([F:33])([F:34])[F:35], predict the reactants needed to synthesize it. The reactants are: [NH2:1][C:2]1[CH:19]=[CH:18][C:5]([O:6][C:7]2[C:12]3[N:13]=[CH:14][C:15](=[O:17])[NH:16][C:11]=3[N:10]=[CH:9][CH:8]=2)=[CH:4][C:3]=1[S:20][CH3:21].[Cl:22][C:23]1[CH:28]=[CH:27][C:26]([N:29]=[C:30]=[O:31])=[CH:25][C:24]=1[C:32]([F:35])([F:34])[F:33].